From a dataset of Forward reaction prediction with 1.9M reactions from USPTO patents (1976-2016). Predict the product of the given reaction. (1) Given the reactants [C:1]1([C:7]#[C:8][C:9]2[CH:10]=[N:11][NH:12][C:13]=2[NH:14]C(=O)C)[CH:6]=[CH:5][CH:4]=[CH:3][CH:2]=1.[CH2:18]([O:20][CH:21]=[CH2:22])[CH3:19], predict the reaction product. The product is: [CH2:18]([O:20][CH:21]([N:12]1[C:13]([NH2:14])=[C:9]([C:8]#[C:7][C:1]2[CH:2]=[CH:3][CH:4]=[CH:5][CH:6]=2)[CH:10]=[N:11]1)[CH3:22])[CH3:19]. (2) Given the reactants [F:1][C:2]1[CH:7]=[C:6]([CH2:8][CH2:9][CH3:10])[CH:5]=[C:4]([F:11])[C:3]=1[OH:12].[F:13][C:14]1[CH:15]=[C:16]([CH:19]=[C:20]([F:22])[CH:21]=1)[CH2:17]O.C1(P(C2C=CC=CC=2)C2C=CC=CC=2)C=CC=CC=1.CC(OC(/N=N/C(OC(C)C)=O)=O)C, predict the reaction product. The product is: [F:13][C:14]1[CH:15]=[C:16]([CH2:17][O:12][C:3]2[C:2]([F:1])=[CH:7][C:6]([CH2:8][CH2:9][CH3:10])=[CH:5][C:4]=2[F:11])[CH:19]=[C:20]([F:22])[CH:21]=1. (3) The product is: [CH:12]1([NH:1][CH2:2][C:3]2([C:7]([O:9][CH2:10][CH3:11])=[O:8])[CH2:6][CH2:5][CH2:4]2)[CH2:16][CH2:15][CH2:14][CH2:13]1. Given the reactants [NH2:1][CH2:2][C:3]1([C:7]([O:9][CH2:10][CH3:11])=[O:8])[CH2:6][CH2:5][CH2:4]1.[C:12]1(=O)[CH2:16][CH2:15][CH2:14][CH2:13]1.C(O[BH-](OC(=O)C)OC(=O)C)(=O)C.[Na+].C(O)(=O)C, predict the reaction product. (4) Given the reactants [CH3:1][O:2][C:3]1[CH:4]=[C:5]([OH:13])[CH:6]=[C:7]([O:11][CH3:12])[C:8]=1[O:9][CH3:10].[N+:14]([C:17]1[CH:27]=[CH:26][C:20]([CH:21]=[CH:22][C:23](Cl)=[O:24])=[CH:19][CH:18]=1)([O-:16])=[O:15], predict the reaction product. The product is: [OH:13][C:5]1[CH:6]=[C:7]([O:11][CH3:12])[C:8]([O:9][CH3:10])=[C:3]([O:2][CH3:1])[C:4]=1[C:23](=[O:24])[CH:22]=[CH:21][C:20]1[CH:19]=[CH:18][C:17]([N+:14]([O-:16])=[O:15])=[CH:27][CH:26]=1. (5) Given the reactants [CH3:1][O:2][C:3]1[CH:26]=[CH:25][C:6]([CH2:7][CH:8]2[C:12]3=[N:13][C:14]4[CH:19]=[CH:18][C:17]([C:20]([F:23])([F:22])[F:21])=[CH:16][C:15]=4[N:11]3[C:10](=[O:24])[NH:9]2)=[CH:5][CH:4]=1.COC1C=CC(CC2C3=NC4C=C(C(F)(F)F)C=CC=4N3C(=O)N2)=CC=1.[NH2:53][C@H:54]1[CH2:59][CH2:58][C@H:57]([OH:60])[CH2:56][CH2:55]1.C(O)(C(F)(F)F)=O, predict the reaction product. The product is: [OH:60][C@H:57]1[CH2:58][CH2:59][C@H:54]([NH:53][C:10]([NH:9][CH:8]([C:12]2[NH:13][C:14]3[CH:19]=[CH:18][C:17]([C:20]([F:21])([F:22])[F:23])=[CH:16][C:15]=3[N:11]=2)[CH2:7][C:6]2[CH:5]=[CH:4][C:3]([O:2][CH3:1])=[CH:26][CH:25]=2)=[O:24])[CH2:55][CH2:56]1.